This data is from Experimentally validated miRNA-target interactions with 360,000+ pairs, plus equal number of negative samples. The task is: Binary Classification. Given a miRNA mature sequence and a target amino acid sequence, predict their likelihood of interaction. (1) The miRNA is mmu-miR-3473d with sequence CCACUGAGCCACUUUCCAGCCCUU. The protein sequence of the target gene is MPRGDSEQVRYCARFSYLWLKFSLIIYSTVFWLIGGLVLSVGIYAEAERQKYKTLESAFLAPAIILILLGVVMFIVSFIGVLASLRDNLCLLQSFMYILGICLVMELIGGIVALIFRNQTIDFLNDNIRRGIENYYDDLDFKNIMDFVQKKFKCCGGEDYRDWSKNQYHDCSAPGPLACGVPYTCCIRNTTDVVNTMCGYKTIDKERLNAQNIIHVRGCTNAVLIWFMDNYTIMAGLLLGILLPQFLGVLLTLLYITRVEDIILEHSVTDGLLGPGAKSRTDTAGTGCCLCYPD. Result: 1 (interaction). (2) Result: 1 (interaction). The miRNA is hsa-miR-3651 with sequence CAUAGCCCGGUCGCUGGUACAUGA. The protein sequence of the target gene is MGNQVEKLTHLSYKEVPTADPTGVDRDDGPRIGVSYIFSNDDEDVEPQPPPQGPDGGGLPDGGDGPPPPQPQPYDPRLHEVECSVFYRDECIYQKSFAPGSAALSTYTPENLLNKCKPGDLVEFVSQAQYPHWAVYVGNFQVVHLHRLEVINSFLTDASQGRRGRVVNDLYRYKPLSSSAVVRNALAHVGAKERELSWRNSESFAAWCRYGKREFKIGGELRIGKQPYRLQIQLSAQRSHTLEFQSLEDLIMEKRRNDQIGRAAVLQELATHLHPAEPEEGDSNVARTTPPPGRPPAPSS.... (3) The miRNA is hsa-miR-22-5p with sequence AGUUCUUCAGUGGCAAGCUUUA. The protein sequence of the target gene is MDFTEAYSDTCSTVGLAAREGNVKILRKLLKKGRSVDVADNRGWMPIHEAAYHNAVECLQMLIHTDSSENYIKAKTFEGFCALHLAVSQGHWKITQILLEAGADPNETTLEETTPLFLAVESGRIDVLKLLLQHGANVNGSHSMSGWNSLHQASFQGNAETIRLLLKQGADRECQDDFGITPLFVAAQYGKLESMSILISSGANVNCQALDKATPLFIAAQEGHTKCVELLLSSGADPDLYCNEDNWQLPIHAAAQMGHTETLDLLIPRTNRACDTGPDKVSPVYSAVFGGREECLEMLL.... Result: 0 (no interaction). (4) The protein sequence of the target gene is MNLLDPFMKMTDEQEKGLSGAPSPTMSEDSAGSPCPSGSGSDTENTRPQENTFPKGEPDLKKESEEDKFPVCIREAVSQVLKGYDWTLVPMPVRVNGSSKNKPHVKRPMNAFMVWAQAARRKLADQYPHLHNAELSKTLGKLWRLLNESEKRPFVEEAERLRVQHKKDHPDYKYQPRRRKSVKNGQAEAEEATEQTHISPNAIFKALQADSPHSSSGMSEVHSPGEHSGQSQGPPTPPTTPKTDVQPGKADLKREGRPLPEGGRQPPIDFRDVDIGELSSDVISNIETFDVNEFDQYLPP.... Result: 1 (interaction). The miRNA is hsa-miR-495-3p with sequence AAACAAACAUGGUGCACUUCUU.